Dataset: Catalyst prediction with 721,799 reactions and 888 catalyst types from USPTO. Task: Predict which catalyst facilitates the given reaction. (1) Reactant: Br[C:2]1[CH:3]=[C:4]([S:9]([N:12]2[CH2:17][CH2:16][O:15][CH2:14][CH2:13]2)(=[O:11])=[O:10])[C:5]([NH2:8])=[N:6][CH:7]=1.[N:18]1[CH:23]=[CH:22][C:21]([C:24]2[C:33]3[C:28](=[CH:29][CH:30]=[C:31](B4OC(C)(C)C(C)(C)O4)[CH:32]=3)[N:27]=[CH:26][CH:25]=2)=[CH:20][CH:19]=1.ClCCl.C([O-])([O-])=O.[K+].[K+]. Product: [N:12]1([S:9]([C:4]2[C:5]([NH2:8])=[N:6][CH:7]=[C:2]([C:31]3[CH:32]=[C:33]4[C:28](=[CH:29][CH:30]=3)[N:27]=[CH:26][CH:25]=[C:24]4[C:21]3[CH:22]=[CH:23][N:18]=[CH:19][CH:20]=3)[CH:3]=2)(=[O:11])=[O:10])[CH2:17][CH2:16][O:15][CH2:14][CH2:13]1. The catalyst class is: 294. (2) Reactant: [CH2:1]([O:3][C:4]([N:6]1[CH2:20][CH2:19][C:10]2[C:11]3[CH:12]([OH:18])[CH2:13][CH2:14][C:15]=3[CH:16]=[CH:17][C:9]=2[CH2:8][CH2:7]1)=[O:5])[CH3:2].[H-].[Na+].I[CH3:24]. Product: [CH2:1]([O:3][C:4]([N:6]1[CH2:20][CH2:19][C:10]2[C:11]3[CH:12]([O:18][CH3:24])[CH2:13][CH2:14][C:15]=3[CH:16]=[CH:17][C:9]=2[CH2:8][CH2:7]1)=[O:5])[CH3:2]. The catalyst class is: 18. (3) Reactant: [OH:1][C:2]1[CH:24]=[CH:23][C:5]2[N:6]=[C:7]([C:9]3[S:13][C:12]([C:14]([N:16]4[CH2:21][CH2:20][N:19]([CH3:22])[CH2:18][CH2:17]4)=[O:15])=[CH:11][CH:10]=3)[S:8][C:4]=2[CH:3]=1.C1N2CN3CN(C2)CN1C3.FC(F)(F)[C:37](O)=[O:38].C([O-])(O)=O.[Na+]. Product: [OH:1][C:2]1[CH:24]=[CH:23][C:5]2[N:6]=[C:7]([C:9]3[S:13][C:12]([C:14]([N:16]4[CH2:17][CH2:18][N:19]([CH3:22])[CH2:20][CH2:21]4)=[O:15])=[CH:11][CH:10]=3)[S:8][C:4]=2[C:3]=1[CH:37]=[O:38]. The catalyst class is: 6.